This data is from Full USPTO retrosynthesis dataset with 1.9M reactions from patents (1976-2016). The task is: Predict the reactants needed to synthesize the given product. The reactants are: C([O:3][C:4]([C:6]1[C:7]([O:25][CH:26]([CH3:31])[C:27]([F:30])([F:29])[F:28])=[N:8][C:9]2[C:14]([C:15]=1[CH2:16][C:17]1[CH:22]=[CH:21][CH:20]=[CH:19][C:18]=1[Cl:23])=[CH:13][C:12]([Cl:24])=[CH:11][CH:10]=2)=[O:5])C.[OH-].[Na+]. Given the product [Cl:24][C:12]1[CH:13]=[C:14]2[C:9](=[CH:10][CH:11]=1)[N:8]=[C:7]([O:25][CH:26]([CH3:31])[C:27]([F:28])([F:30])[F:29])[C:6]([C:4]([OH:5])=[O:3])=[C:15]2[CH2:16][C:17]1[CH:22]=[CH:21][CH:20]=[CH:19][C:18]=1[Cl:23], predict the reactants needed to synthesize it.